This data is from Reaction yield outcomes from USPTO patents with 853,638 reactions. The task is: Predict the reaction yield, written as a fraction of the theoretical maximum amount of product (1.0 means a 100% yield; for example, 0.34 means a 34% yield). (1) The reactants are [CH3:1][O:2][C:3](=[O:14])[CH2:4][C:5]1[CH:10]=[CH:9][C:8]([OH:11])=[C:7]([CH:12]=[O:13])[CH:6]=1.[Br:15]N1C(=O)CCC1=O. The catalyst is CN(C=O)C.C(OC(=O)C)(C)C.C(O)(C)C. The product is [Br:15][C:9]1[CH:10]=[C:5]([CH2:4][C:3]([O:2][CH3:1])=[O:14])[CH:6]=[C:7]([CH:12]=[O:13])[C:8]=1[OH:11]. The yield is 0.847. (2) The reactants are [F:1][C:2]([F:33])([F:32])[C:3]([C@H:16]1[CH2:21][CH2:20][C@H:19]([NH:22][S:23]([C:26]2[CH:31]=[CH:30][CH:29]=[CH:28][CH:27]=2)(=[O:25])=[O:24])[CH2:18][CH2:17]1)([O:8][Si](CC)(CC)CC)[C:4]([F:7])([F:6])[F:5].[Li]CCCC.[F:39][C:40]([F:51])([F:50])[CH2:41]OS(C(F)(F)F)(=O)=O. The catalyst is C1COCC1.CCCCCC. The product is [F:39][C:40]([F:51])([F:50])[CH2:41][N:22]([C@H:19]1[CH2:18][CH2:17][C@H:16]([C:3]([OH:8])([C:2]([F:1])([F:33])[F:32])[C:4]([F:7])([F:5])[F:6])[CH2:21][CH2:20]1)[S:23]([C:26]1[CH:27]=[CH:28][CH:29]=[CH:30][CH:31]=1)(=[O:24])=[O:25]. The yield is 0.400.